This data is from Catalyst prediction with 721,799 reactions and 888 catalyst types from USPTO. The task is: Predict which catalyst facilitates the given reaction. (1) Reactant: [NH:1]1[C:9]2[CH2:8][CH2:7][CH2:6][C:5](=[O:10])[C:4]=2[CH:3]=[CH:2]1.[OH-].[Na+].Cl[CH2:14][CH2:15][N:16]1[CH2:21][CH2:20][N:19]([C:22]2[CH:27]=[CH:26][C:25]([Cl:28])=[C:24]([Cl:29])[CH:23]=2)[CH2:18][CH2:17]1.C(OCC)(=O)C.ClCCl. Product: [Cl:29][C:24]1[CH:23]=[C:22]([N:19]2[CH2:18][CH2:17][N:16]([CH2:15][CH2:14][N:1]3[C:9]4[CH2:8][CH2:7][CH2:6][C:5](=[O:10])[C:4]=4[CH:3]=[CH:2]3)[CH2:21][CH2:20]2)[CH:27]=[CH:26][C:25]=1[Cl:28]. The catalyst class is: 16. (2) Reactant: Br[C:2]1[CH:7]=[CH:6][CH:5]=[CH:4][CH:3]=1.[C:8](=[S:10])=[S:9]. Product: [C:8]([SH:10])(=[S:9])[C:2]1[CH:7]=[CH:6][CH:5]=[CH:4][CH:3]=1. The catalyst class is: 27. (3) Reactant: [F:1][C:2]1[CH:7]=[CH:6][C:5]([C:8]([F:11])([F:10])[F:9])=[CH:4][C:3]=1[C:12]1[CH:17]=[CH:16][N:15]=[C:14]([C:18](=[N:20][OH:21])[NH2:19])[CH:13]=1.[C:22](N1C=CN=C1)(N1C=CN=C1)=[O:23].N12CCCN=C1CCCCC2.Cl. Product: [F:1][C:2]1[CH:7]=[CH:6][C:5]([C:8]([F:9])([F:10])[F:11])=[CH:4][C:3]=1[C:12]1[CH:17]=[CH:16][N:15]=[C:14]([C:18]2[NH:20][O:21][C:22](=[O:23])[N:19]=2)[CH:13]=1. The catalyst class is: 132. (4) Reactant: [NH2:1][C:2]1[CH:7]=[CH:6][CH:5]=[CH:4][CH:3]=1.CO[C:10]1[CH:11]=[C:12]2[C:17](=[CH:18][CH:19]=1)[O:16][CH2:15][CH:14]([C:20]([OH:22])=O)C2.CN(C(O[N:31]1[N:39]=N[C:33]2[CH:34]=CC=[N:37][C:32]1=2)=[N+](C)C)C.F[P-](F)(F)(F)(F)F.CCN(C(C)C)C(C)C.CN(C=[O:60])C. Product: [NH2:37][C:32]1[NH:31][N:39]=[CH:34][C:33]=1[C:5]1[CH:6]=[CH:7][C:2]([NH:1][C:20]([CH:14]2[O:60][C:12]3[CH:11]=[CH:10][CH:19]=[CH:18][C:17]=3[O:16][CH2:15]2)=[O:22])=[CH:3][CH:4]=1. The catalyst class is: 6. (5) Reactant: [CH3:1][C:2]1[CH:7]=[CH:6][C:5]([S:8]([O:11][CH2:12][CH:13]2[O:18][C:17]3[CH:19]=[C:20]([OH:23])[CH:21]=[CH:22][C:16]=3[O:15][CH2:14]2)(=[O:10])=[O:9])=[CH:4][CH:3]=1.[CH3:24][S:25](Cl)(=[O:27])=[O:26].C([O-])([O-])=O.[Na+].[Na+]. Product: [CH3:1][C:2]1[CH:7]=[CH:6][C:5]([S:8]([O:11][CH2:12][CH:13]2[O:18][C:17]3[CH:19]=[C:20]([O:23][S:25]([CH3:24])(=[O:27])=[O:26])[CH:21]=[CH:22][C:16]=3[O:15][CH2:14]2)(=[O:10])=[O:9])=[CH:4][CH:3]=1. The catalyst class is: 2. (6) Reactant: [CH2:1]([N:4]([CH2:19][CH2:20][CH3:21])[CH2:5][CH2:6][CH2:7][CH2:8][NH:9][CH2:10][C:11]1[CH:18]=[CH:17][C:14]([C:15]#[N:16])=[CH:13][CH:12]=1)[CH2:2][CH3:3].COC1CCCC1.C(=O)([O-])[O-].[K+].[K+].Br[CH2:36][C:37]([O:39][CH2:40][C:41]1[CH:46]=[CH:45][CH:44]=[CH:43][CH:42]=1)=[O:38]. Product: [C:37]([O:39][CH:40]([N:9]([CH2:10][C:11]1[CH:12]=[CH:13][C:14]([C:15]#[N:16])=[CH:17][CH:18]=1)[CH2:8][CH2:7][CH2:6][CH2:5][N:4]([CH2:1][CH2:2][CH3:3])[CH2:19][CH2:20][CH3:21])[C:41]1[CH:46]=[CH:45][CH:44]=[CH:43][CH:42]=1)(=[O:38])[CH3:36]. The catalyst class is: 389. (7) Reactant: Cl[C:2]1[N:7]=[C:6]([N:8]([CH3:10])[CH3:9])[CH:5]=[CH:4][N:3]=1.[CH2:11]([O:18][C:19](=[O:29])[NH:20][CH2:21][C@H:22]1[CH2:27][CH2:26][C@@H:25]([NH2:28])[CH2:24][CH2:23]1)[C:12]1[CH:17]=[CH:16][CH:15]=[CH:14][CH:13]=1.C([O-])(O)=O.[Na+]. Product: [CH2:11]([O:18][C:19](=[O:29])[NH:20][CH2:21][C@H:22]1[CH2:27][CH2:26][C@@H:25]([NH:28][C:2]2[N:7]=[C:6]([N:8]([CH3:10])[CH3:9])[CH:5]=[CH:4][N:3]=2)[CH2:24][CH2:23]1)[C:12]1[CH:13]=[CH:14][CH:15]=[CH:16][CH:17]=1. The catalyst class is: 41. (8) Reactant: [Br:1][C:2]1[CH:3]=[CH:4][C:5]([Cl:25])=[C:6]([C:8]2[C:17]3[C:12](=[CH:13][CH:14]=[CH:15][CH:16]=3)[CH:11]=[C:10](C(N[C@H](C)CC)=O)[N:9]=2)[CH:7]=1.[CH3:26][N:27](C)[CH:28]=[O:29].[H-].[Na+].CI. Product: [Br:1][C:2]1[CH:3]=[CH:4][C:5]([Cl:25])=[C:6]([C:8]2[C:17]3[C:12](=[CH:13][CH:14]=[CH:15][CH:16]=3)[C:11]([C@H:2]([CH3:3])[CH2:7][CH3:6])=[C:10]([C:28]([NH:27][CH3:26])=[O:29])[N:9]=2)[CH:7]=1. The catalyst class is: 58. (9) Reactant: [C:1]([O:5][C:6]([N:8]1[CH2:12][CH2:11][C@@H:10]([OH:13])[CH2:9]1)=[O:7])([CH3:4])([CH3:3])[CH3:2].C(N(CC)CC)C.[CH3:21][S:22](Cl)(=[O:24])=[O:23]. Product: [C:1]([O:5][C:6]([N:8]1[CH2:12][CH2:11][C@@H:10]([O:13][S:22]([CH3:21])(=[O:24])=[O:23])[CH2:9]1)=[O:7])([CH3:4])([CH3:2])[CH3:3]. The catalyst class is: 172.